From a dataset of Forward reaction prediction with 1.9M reactions from USPTO patents (1976-2016). Predict the product of the given reaction. (1) Given the reactants [F:1][C:2]1[CH:3]=[C:4]([CH2:9][C:10]([O:12][CH2:13][CH3:14])=[O:11])[CH:5]=[CH:6][C:7]=1[OH:8].[Na+].[I-:16], predict the reaction product. The product is: [F:1][C:2]1[CH:3]=[C:4]([CH2:9][C:10]([O:12][CH2:13][CH3:14])=[O:11])[CH:5]=[C:6]([I:16])[C:7]=1[OH:8]. (2) Given the reactants O.O.P([O-])(O)(O)=O.[Na+].[Cl:9][C:10]1[CH:40]=[CH:39][CH:38]=[CH:37][C:11]=1[CH2:12][C:13]1[C:14]([CH:35]=[O:36])=[N:15][N:16]([CH2:32][O:33][CH3:34])[C:17]=1[N:18]1[CH2:23][CH2:22][CH2:21][C@@H:20]([NH:24][C:25](=[O:31])[O:26][C:27]([CH3:30])([CH3:29])[CH3:28])[CH2:19]1.CC(=CC)C.Cl([O-])=[O:47].[Na+].S([O-])([O-])=O.[Na+].[Na+].S([O-])(O)(=O)=O.[K+], predict the reaction product. The product is: [C:27]([O:26][C:25]([NH:24][C@@H:20]1[CH2:21][CH2:22][CH2:23][N:18]([C:17]2[N:16]([CH2:32][O:33][CH3:34])[N:15]=[C:14]([C:35]([OH:47])=[O:36])[C:13]=2[CH2:12][C:11]2[CH:37]=[CH:38][CH:39]=[CH:40][C:10]=2[Cl:9])[CH2:19]1)=[O:31])([CH3:30])([CH3:28])[CH3:29]. (3) Given the reactants [Cl:1][C:2]1[CH:3]=[C:4]([C:14]([C:16]2[CH:21]=[CH:20][C:19]([CH2:22][N:23]3[CH2:27][CH2:26][CH2:25][CH2:24]3)=[C:18]([Cl:28])[CH:17]=2)=[O:15])[CH:5]=[CH:6][C:7]=1[CH2:8][N:9]1[CH2:13][CH2:12][CH2:11][CH2:10]1.Br[C:30]1[CH:35]=[CH:34][CH:33]=[CH:32][CH:31]=1.[Mg].ClC1C=C(C(C2C=CC(C)=CC=2)=O)C=CC=1, predict the reaction product. The product is: [Cl:28][C:18]1[CH:17]=[C:16]([C:14]([C:4]2[CH:5]=[CH:6][C:7]([CH2:8][N:9]3[CH2:10][CH2:11][CH2:12][CH2:13]3)=[C:2]([Cl:1])[CH:3]=2)([C:30]2[CH:35]=[CH:34][CH:33]=[CH:32][CH:31]=2)[OH:15])[CH:21]=[CH:20][C:19]=1[CH2:22][N:23]1[CH2:27][CH2:26][CH2:25][CH2:24]1. (4) Given the reactants [C:1]([OH:6])(=[O:5])[C:2]([CH3:4])=[O:3].[OH-:7].[Na+].[C:9]([O-])(=[O:13])[CH:10]([CH3:12])[OH:11].P([O-])([O-])([O-])=[O:16], predict the reaction product. The product is: [O:7]=[CH:12][C@@H:10]([C@H:9]([C@@H:4]([C@@H:2]([CH2:1][OH:6])[OH:3])[OH:16])[OH:13])[OH:11].[C:1]([O-:6])(=[O:5])[C:2]([CH3:4])=[O:3]. (5) Given the reactants [C:1]1([NH2:8])[CH:6]=[CH:5][C:4]([NH2:7])=[CH:3][CH:2]=1.CO.[C:11]1(=[O:17])[O:16][C:14](=[O:15])[CH:13]=[CH:12]1, predict the reaction product. The product is: [CH3:14][OH:15].[NH2:7][C:4]1[CH:5]=[CH:6][C:1]([NH:8][C:11](=[O:17])/[CH:12]=[CH:13]\[C:14]([OH:16])=[O:15])=[CH:2][CH:3]=1.